This data is from Orexin1 receptor HTS with 218,158 compounds and 233 confirmed actives. The task is: Binary Classification. Given a drug SMILES string, predict its activity (active/inactive) in a high-throughput screening assay against a specified biological target. The compound is s1c(CNC(=O)COc2c3OC(Cc3ccc2)(C)C)ccc1. The result is 0 (inactive).